From a dataset of Full USPTO retrosynthesis dataset with 1.9M reactions from patents (1976-2016). Predict the reactants needed to synthesize the given product. (1) Given the product [CH2:1]([O:6][C:7]1[CH:16]=[CH:15][C:10]([C:11]([O:13][CH3:14])=[O:12])=[CH:9][C:8]=1[N+:17]([O-:19])=[O:18])[CH:2]([CH3:4])[CH3:3], predict the reactants needed to synthesize it. The reactants are: [CH2:1](Br)[CH:2]([CH3:4])[CH3:3].[OH:6][C:7]1[CH:16]=[CH:15][C:10]([C:11]([O:13][CH3:14])=[O:12])=[CH:9][C:8]=1[N+:17]([O-:19])=[O:18].C(=O)([O-])[O-].[K+].[K+]. (2) Given the product [C:36]([C:28]1[CH:27]=[C:26]([C:21]2[CH:20]=[C:19]([CH2:18][NH:17][C:15]([C@H:9]3[N:8]([C:6]([O:5][C:1]([CH3:2])([CH3:4])[CH3:3])=[O:7])[C@@H:12]([CH3:13])[C@H:11]([F:14])[CH2:10]3)=[O:16])[C:24]([F:25])=[CH:23][N:22]=2)[CH:31]=[N:30][C:29]=1[C:32]([F:34])([F:35])[F:33])(=[O:38])[NH2:42], predict the reactants needed to synthesize it. The reactants are: [C:1]([O:5][C:6]([N:8]1[C@@H:12]([CH3:13])[C@H:11]([F:14])[CH2:10][C@H:9]1[C:15]([NH:17][CH2:18][C:19]1[C:24]([F:25])=[CH:23][N:22]=[C:21]([C:26]2[CH:27]=[C:28]([C:36]([OH:38])=O)[C:29]([C:32]([F:35])([F:34])[F:33])=[N:30][CH:31]=2)[CH:20]=1)=[O:16])=[O:7])([CH3:4])([CH3:3])[CH3:2].[NH4+].[Cl-].C[N:42](C(ON1N=NC2C=CC=NC1=2)=[N+](C)C)C.F[P-](F)(F)(F)(F)F.CCN(C(C)C)C(C)C. (3) Given the product [CH2:1]([N:5]([C:6]1[CH:11]=[CH:10][CH:9]=[CH:8][C:7]=1[CH:27]=[CH:28][CH:29]=[O:30])[CH2:12][CH2:13][CH2:14][CH3:15])[CH2:2][CH2:3][CH3:4], predict the reactants needed to synthesize it. The reactants are: [CH2:1]([N:5]([CH2:12][CH2:13][CH2:14][CH3:15])[C:6]1[CH:11]=[CH:10][CH:9]=[CH:8][CH:7]=1)[CH2:2][CH2:3][CH3:4].BrNC1C=CC=CC=1.BrN1[C:29](=[O:30])[CH2:28][CH2:27]C1=O. (4) Given the product [CH3:54][C:48]1[C:49]([CH3:53])=[CH:50][CH:51]=[CH:52][C:47]=1[N:25]1[C:26](=[O:27])[C:16]2=[N:15][N:14]([CH2:13][C:10]3[CH:11]=[N:12][C:7]([C:5]4[CH:4]=[N:3][N:2]([CH3:1])[CH:6]=4)=[CH:8][CH:9]=3)[C:19]3[N:20]=[CH:21][CH:22]=[CH:23][C:18]=3[C:17]2=[N:24]1, predict the reactants needed to synthesize it. The reactants are: [CH3:1][N:2]1[CH:6]=[C:5]([C:7]2[N:12]=[CH:11][C:10]([CH2:13][N:14]3[C:19]4[N:20]=[CH:21][CH:22]=[CH:23][C:18]=4[C:17]4=[N:24][NH:25][C:26](=[O:27])[C:16]4=[N:15]3)=[CH:9][CH:8]=2)[CH:4]=[N:3]1.P([O-])([O-])([O-])=O.[K+].[K+].[K+].CN[C@@H]1CCCC[C@H]1NC.I[C:47]1[CH:52]=[CH:51][CH:50]=[C:49]([CH3:53])[C:48]=1[CH3:54].C(=O)(O)[O-].[Na+].